From a dataset of Reaction yield outcomes from USPTO patents with 853,638 reactions. Predict the reaction yield, written as a fraction of the theoretical maximum amount of product (1.0 means a 100% yield; for example, 0.34 means a 34% yield). The reactants are [Cl:1][C:2]1[CH:7]=[CH:6][C:5]([CH:8]([C:10]2[CH:14]=[C:13]([C:15]3[CH:20]=[CH:19][N:18]=[C:17](F)[CH:16]=3)[S:12][C:11]=2[C:22]2[N:26]=[CH:25][N:24](C3CCCCO3)[N:23]=2)[OH:9])=[CH:4][CH:3]=1.[CH2:33]([CH2:35][NH2:36])[OH:34].C(N(CC)C(C)C)(C)C.CS(C)=O.O1CCOCC1.Cl. The catalyst is O. The product is [Cl:1][C:2]1[CH:7]=[CH:6][C:5]([CH:8]([OH:9])[C:10]2[CH:14]=[C:13]([C:15]3[CH:20]=[CH:19][N:18]=[C:17]([NH:36][CH2:35][CH2:33][OH:34])[CH:16]=3)[S:12][C:11]=2[C:22]2[NH:26][CH:25]=[N:24][N:23]=2)=[CH:4][CH:3]=1. The yield is 0.242.